This data is from Catalyst prediction with 721,799 reactions and 888 catalyst types from USPTO. The task is: Predict which catalyst facilitates the given reaction. (1) Reactant: [Br:1][C:2]1[CH:7]=[CH:6][C:5]([CH:8]2[CH2:13][NH:12][CH2:11][CH2:10][NH:9]2)=[CH:4][CH:3]=1.[Cl:14][C:15]1[C:16]([OH:25])=[CH:17][C:18]([OH:24])=[C:19]([CH:23]=1)[C:20](O)=[O:21].C(N(C(C)C)CC)(C)C.P(F)(F)(F)(F)F.N1(OC(N(C)C)=[N+](C)C)C2N=CC=CC=2N=N1.C([O-])(O)=O.[Na+]. Product: [Br:1][C:2]1[CH:3]=[CH:4][C:5]([CH:8]2[NH:9][CH2:10][CH2:11][N:12]([C:20]([C:19]3[CH:23]=[C:15]([Cl:14])[C:16]([OH:25])=[CH:17][C:18]=3[OH:24])=[O:21])[CH2:13]2)=[CH:6][CH:7]=1. The catalyst class is: 31. (2) Reactant: [N:1](C(OCC)=O)=NC(OCC)=O.[Br:13][C:14]1[CH:15]=[C:16]([CH2:22][C:23]([CH3:31])([CH3:30])[CH2:24][C:25]([O:27][CH2:28][CH3:29])=[O:26])[CH:17]=[C:18]([F:21])[C:19]=1[OH:20].[C:32]1(P(C2C=CC=CC=2)C2C=CC=CC=2)[CH:37]=CC=C[CH:33]=1.Cl.O1CCOCC1. Product: [NH2:1][CH2:33][CH2:32][CH2:37][O:20][C:19]1[C:18]([F:21])=[CH:17][C:16]([CH2:22][C:23]([CH3:30])([CH3:31])[CH2:24][C:25]([O:27][CH2:28][CH3:29])=[O:26])=[CH:15][C:14]=1[Br:13]. The catalyst class is: 219. (3) Reactant: N#N.[CH3:3][C:4]1([C:9]2[CH:10]=[C:11]([CH:18]=[CH:19][CH:20]=2)[CH2:12]OS(C)(=O)=O)[O:8][CH2:7][CH2:6][O:5]1.[N+:21]([C:24]1[CH:25]=[N:26][NH:27][CH:28]=1)([O-:23])=[O:22].C([O-])([O-])=O.[K+].[K+].[Br-]. Product: [CH3:3][C:4]1([C:9]2[CH:10]=[C:11]([CH:18]=[CH:19][CH:20]=2)[CH2:12][N:26]2[CH:25]=[C:24]([N+:21]([O-:23])=[O:22])[CH:28]=[N:27]2)[O:8][CH2:7][CH2:6][O:5]1. The catalyst class is: 21. (4) Reactant: [CH3:1][O:2][C:3]1[CH:4]=[C:5]([OH:10])[CH:6]=[C:7]([OH:9])[CH:8]=1.C(=O)([O-])[O-].[K+].[K+].Br[CH2:18][CH:19]([CH3:21])[CH3:20].Cl. Product: [CH2:18]([O:10][C:5]1[CH:6]=[C:7]([OH:9])[CH:8]=[C:3]([O:2][CH3:1])[CH:4]=1)[CH:19]([CH3:21])[CH3:20]. The catalyst class is: 18. (5) Reactant: N[C:2]1[CH:7]=[CH:6][CH:5]=[CH:4][C:3]=1[N:8]=[N:9][C:10]1[CH:15]=[CH:14][CH:13]=[CH:12][CH:11]=1.CCN(C(C)C)[CH:19]([CH3:21])[CH3:20].CC#[N:27]. Product: [NH2:27][C:6]1[CH:5]=[CH:4][C:3]([N:8]=[N:9][C:10]2[CH:15]=[CH:14][C:13]([CH2:20][CH2:19][CH3:21])=[CH:12][CH:11]=2)=[CH:2][CH:7]=1. The catalyst class is: 3. (6) Reactant: [CH3:1][C:2]1[O:3][CH:4]=[N:5][N:6]=1.[Br:7][C:8]1[CH:9]=[C:10]([CH:13]=[C:14]([C:16]([F:19])([F:18])[F:17])[CH:15]=1)[CH:11]=[O:12].[NH4+].[Cl-].CC(OC)(C)C. Product: [Br:7][C:8]1[CH:9]=[C:10]([CH:11]([C:4]2[O:3][C:2]([CH3:1])=[N:6][N:5]=2)[OH:12])[CH:13]=[C:14]([C:16]([F:18])([F:19])[F:17])[CH:15]=1. The catalyst class is: 1. (7) Reactant: [N:1]([C@@H:4]([C@@H:31]([CH3:34])[CH2:32][CH3:33])[C:5]([N:7]([C@@H:11]([CH:28]([CH3:30])[CH3:29])[CH2:12][C@H:13]([C:19]1[S:20][CH:21]=[C:22]([C:24]([O:26]C)=[O:25])[N:23]=1)[O:14][C:15](=[O:18])[NH:16][CH3:17])[CH2:8][CH2:9][CH3:10])=[O:6])=[N+:2]=[N-:3].[OH-].[Li+]. The catalyst class is: 92. Product: [N:1]([C@@H:4]([C@@H:31]([CH3:34])[CH2:32][CH3:33])[C:5]([N:7]([C@@H:11]([CH:28]([CH3:29])[CH3:30])[CH2:12][C@H:13]([C:19]1[S:20][CH:21]=[C:22]([C:24]([OH:26])=[O:25])[N:23]=1)[O:14][C:15](=[O:18])[NH:16][CH3:17])[CH2:8][CH2:9][CH3:10])=[O:6])=[N+:2]=[N-:3].